This data is from Reaction yield outcomes from USPTO patents with 853,638 reactions. The task is: Predict the reaction yield, written as a fraction of the theoretical maximum amount of product (1.0 means a 100% yield; for example, 0.34 means a 34% yield). The reactants are [Br:1][C:2]1[CH:3]=[CH:4][C:5]2[C:11]3[S:12][C:13]([C:15]([N:17]([C:19]4[CH:20]=[C:21]([CH:25]=[CH:26][C:27]=4[Cl:28])[C:22](O)=[O:23])[CH3:18])=[O:16])=[CH:14][C:10]=3[CH2:9][CH2:8][O:7][C:6]=2[CH:29]=1.CCN=C=NCCCN(C)C.C1C=CC2N(O)N=NC=2C=1.CCN(C(C)C)C(C)C.[CH3:60][NH:61][CH2:62][CH2:63][OH:64]. The catalyst is C1COCC1.O. The product is [Br:1][C:2]1[CH:3]=[CH:4][C:5]2[C:11]3[S:12][C:13]([C:15]([N:17]([C:19]4[CH:20]=[C:21]([C:22](=[O:23])[N:61]([CH2:62][CH2:63][OH:64])[CH3:60])[CH:25]=[CH:26][C:27]=4[Cl:28])[CH3:18])=[O:16])=[CH:14][C:10]=3[CH2:9][CH2:8][O:7][C:6]=2[CH:29]=1. The yield is 0.870.